Dataset: Reaction yield outcomes from USPTO patents with 853,638 reactions. Task: Predict the reaction yield, written as a fraction of the theoretical maximum amount of product (1.0 means a 100% yield; for example, 0.34 means a 34% yield). The reactants are C(O[C:5](=[O:7])[CH3:6])(=O)C.[NH:8]1[C:12]2[CH:13]=[CH:14][CH:15]=[CH:16][C:11]=2[N:10]=[C:9]1[C:17]1[C:21]([NH2:22])=[CH:20][NH:19][N:18]=1. The catalyst is N1C=CC=CC=1. The product is [NH:10]1[C:11]2[CH:16]=[CH:15][CH:14]=[CH:13][C:12]=2[N:8]=[C:9]1[C:17]1[C:21]([NH:22][C:5](=[O:7])[CH3:6])=[CH:20][NH:19][N:18]=1. The yield is 0.480.